From a dataset of Reaction yield outcomes from USPTO patents with 853,638 reactions. Predict the reaction yield, written as a fraction of the theoretical maximum amount of product (1.0 means a 100% yield; for example, 0.34 means a 34% yield). The product is [CH2:28]([C@H:7]1[CH2:8][N:9]([C:12]2[CH:21]=[CH:20][C:19]([O:22][CH3:23])=[C:18]3[C:13]=2[CH:14]=[CH:15][C:16]([C:24]([F:27])([F:25])[F:26])=[N:17]3)[CH2:10][CH2:11][N:6]1[CH2:5][C:4]([NH:37][CH3:36])=[O:3])[C:29]1[CH:30]=[CH:31][CH:32]=[CH:33][CH:34]=1. The yield is 0.630. The catalyst is CCO. The reactants are C([O:3][C:4](=O)[CH2:5][N:6]1[CH2:11][CH2:10][N:9]([C:12]2[CH:21]=[CH:20][C:19]([O:22][CH3:23])=[C:18]3[C:13]=2[CH:14]=[CH:15][C:16]([C:24]([F:27])([F:26])[F:25])=[N:17]3)[CH2:8][C@@H:7]1[CH2:28][C:29]1[CH:34]=[CH:33][CH:32]=[CH:31][CH:30]=1)C.[CH3:36][NH2:37].[C-]#N.[Na+].